Task: Regression. Given two drug SMILES strings and cell line genomic features, predict the synergy score measuring deviation from expected non-interaction effect.. Dataset: NCI-60 drug combinations with 297,098 pairs across 59 cell lines (1) Drug 1: CC(C1=C(C=CC(=C1Cl)F)Cl)OC2=C(N=CC(=C2)C3=CN(N=C3)C4CCNCC4)N. Drug 2: CC1=C(C(=CC=C1)Cl)NC(=O)C2=CN=C(S2)NC3=CC(=NC(=N3)C)N4CCN(CC4)CCO. Cell line: KM12. Synergy scores: CSS=33.6, Synergy_ZIP=1.25, Synergy_Bliss=-1.38, Synergy_Loewe=-10.0, Synergy_HSA=-1.57. (2) Drug 1: CCC(=C(C1=CC=CC=C1)C2=CC=C(C=C2)OCCN(C)C)C3=CC=CC=C3.C(C(=O)O)C(CC(=O)O)(C(=O)O)O. Drug 2: CC1CCC2CC(C(=CC=CC=CC(CC(C(=O)C(C(C(=CC(C(=O)CC(OC(=O)C3CCCCN3C(=O)C(=O)C1(O2)O)C(C)CC4CCC(C(C4)OC)OCCO)C)C)O)OC)C)C)C)OC. Cell line: NCI/ADR-RES. Synergy scores: CSS=-5.78, Synergy_ZIP=4.42, Synergy_Bliss=4.19, Synergy_Loewe=-6.40, Synergy_HSA=-5.25.